From a dataset of Full USPTO retrosynthesis dataset with 1.9M reactions from patents (1976-2016). Predict the reactants needed to synthesize the given product. (1) Given the product [F:14][C:15]([F:24])([F:25])[CH:16]([OH:23])[CH2:17][C:18]([O:20][CH2:21][CH3:22])=[O:19], predict the reactants needed to synthesize it. The reactants are: C(#N)C.CC1C=CC(C(C)C)=CC=1.[F:14][C:15]([F:25])([F:24])[C:16](=[O:23])[CH2:17][C:18]([O:20][CH2:21][CH3:22])=[O:19]. (2) Given the product [F:32][C:30]1[CH:31]=[C:25]([B:14]2[O:15][C:16]([CH3:21])([CH3:22])[C:17]([CH3:19])([CH3:20])[O:18]2)[CH:26]=[C:27]([F:33])[C:28]=1[NH2:29], predict the reactants needed to synthesize it. The reactants are: C([O-])(=O)C.[K+].[CH3:21][C:16]1([CH3:22])[C:17]([CH3:20])([CH3:19])[O:18][B:14]([B:14]2[O:18][C:17]([CH3:20])([CH3:19])[C:16]([CH3:22])([CH3:21])[O:15]2)[O:15]1.Br[C:25]1[CH:31]=[C:30]([F:32])[C:28]([NH2:29])=[C:27]([F:33])[CH:26]=1. (3) Given the product [C:1]([CH2:3][NH:4][C:5](=[O:6])[CH:7]([CH2:8][C:9]1[CH:14]=[CH:13][CH:12]=[CH:11][C:10]=1[C:15]1[CH:16]=[CH:17][C:18]([N:21]2[CH2:22][CH2:23][NH:24][CH2:25][CH2:26]2)=[CH:19][CH:20]=1)[CH2:34][CH:35]([CH3:36])[CH3:37])#[N:2], predict the reactants needed to synthesize it. The reactants are: [C:1]([CH2:3][NH:4][C:5]([CH:7]([CH2:34][CH:35]([CH3:37])[CH3:36])[CH2:8][C:9]1[CH:14]=[CH:13][CH:12]=[CH:11][C:10]=1[C:15]1[CH:20]=[CH:19][C:18]([N:21]2[CH2:26][CH2:25][N:24](C(OC(C)(C)C)=O)[CH2:23][CH2:22]2)=[CH:17][CH:16]=1)=[O:6])#[N:2].CS(O)(=O)=O.C([O-])(O)=O.[Na+]. (4) Given the product [Cl:1][C:2]1[S:6][C:5]([C:7]2[N:8]=[C:9]([N:16]3[C:24]4[C:19](=[CH:20][CH:21]=[C:22]([O:25][CH2:26][C:27]([NH2:30])=[O:28])[CH:23]=4)[CH2:18][CH2:17]3)[C:10]3[CH2:15][CH2:14][CH2:13][C:11]=3[N:12]=2)=[CH:4][CH:3]=1, predict the reactants needed to synthesize it. The reactants are: [Cl:1][C:2]1[S:6][C:5]([C:7]2[N:8]=[C:9]([N:16]3[C:24]4[C:19](=[CH:20][CH:21]=[C:22]([O:25][CH2:26][C:27](O)=[O:28])[CH:23]=4)[CH2:18][CH2:17]3)[C:10]3[CH2:15][CH2:14][CH2:13][C:11]=3[N:12]=2)=[CH:4][CH:3]=1.[N:30]1([O-])C2C=CC=CC=2N=N1.[NH4+]. (5) Given the product [C:10]([C:6]1[CH:5]=[C:4]2[C:9](=[CH:8][CH:7]=1)[NH:1][CH:2]=[C:3]2[C:12](=[O:16])[C:13]([O:22][CH3:21])=[O:14])#[N:11], predict the reactants needed to synthesize it. The reactants are: [NH:1]1[C:9]2[C:4](=[CH:5][C:6]([C:10]#[N:11])=[CH:7][CH:8]=2)[CH:3]=[CH:2]1.[C:12](Cl)(=[O:16])[C:13](Cl)=[O:14].C(Cl)Cl.[CH3:21][O-:22].[Na+].CO. (6) Given the product [C:26]1([C:24]2[N:23]=[C:22]([NH2:32])[N:21]=[C:20]([NH:14][C:13]3[CH:15]=[CH:16][C:10]([O:9][C:7]4[CH:6]=[CH:5][N:4]=[C:3]([C:2]([F:1])([F:17])[F:18])[N:8]=4)=[CH:11][CH:12]=3)[CH:25]=2)[CH:27]=[CH:28][CH:29]=[CH:30][CH:31]=1, predict the reactants needed to synthesize it. The reactants are: [F:1][C:2]([F:18])([F:17])[C:3]1[N:8]=[C:7]([O:9][C:10]2[CH:16]=[CH:15][C:13]([NH2:14])=[CH:12][CH:11]=2)[CH:6]=[CH:5][N:4]=1.Cl[C:20]1[CH:25]=[C:24]([C:26]2[CH:31]=[CH:30][CH:29]=[CH:28][CH:27]=2)[N:23]=[C:22]([NH2:32])[N:21]=1.C(O)(C)C.[OH-].[Na+]. (7) Given the product [CH2:9]([N:8]([CH2:1][C:2]1[CH:7]=[CH:6][CH:5]=[CH:4][CH:3]=1)[CH:46]([CH2:47][CH:48]=[CH2:49])[CH:53]([O:56][CH3:57])[O:54][CH3:55])[C:10]1[CH:15]=[CH:14][CH:13]=[CH:12][CH:11]=1, predict the reactants needed to synthesize it. The reactants are: [CH2:1]([NH:8][CH2:9][C:10]1[CH:15]=[CH:14][CH:13]=[CH:12][CH:11]=1)[C:2]1[CH:7]=[CH:6][CH:5]=[CH:4][CH:3]=1.C1(N(CCCC)C2CCCCC2)CCCCC1.C(=O)CCC=C.C1(N(C2CCCCC2)[CH:46]([CH:53]([O:56][CH3:57])[O:54][CH3:55])[CH2:47][CH2:48][C:49](OC)=O)CCCCC1.